This data is from Forward reaction prediction with 1.9M reactions from USPTO patents (1976-2016). The task is: Predict the product of the given reaction. (1) Given the reactants [CH3:1][C:2]([C:4]1[CH:9]=[C:8]([O:10][CH3:11])[C:7]([O:12][CH3:13])=[C:6]([O:14][CH3:15])[CH:5]=1)=[O:3].[CH3:16][O:17][C:18]1[CH:27]=[CH:26][CH:25]=[CH:24][C:19]=1[CH:20]=[CH:21][CH:22]=O, predict the reaction product. The product is: [CH3:16][O:17][C:18]1[CH:27]=[CH:26][CH:25]=[CH:24][C:19]=1[CH:20]=[CH:21][CH:22]=[CH:1][C:2]([C:4]1[CH:5]=[C:6]([O:14][CH3:15])[C:7]([O:12][CH3:13])=[C:8]([O:10][CH3:11])[CH:9]=1)=[O:3]. (2) The product is: [Cl:28][C:19]1[N:18]=[C:17]([O:1][C@H:2]2[CH2:6][CH2:5][N:4]([C:7]([O:9][C:10]([CH3:13])([CH3:12])[CH3:11])=[O:8])[CH2:3]2)[C:26]2[C:21]([CH:20]=1)=[CH:22][CH:23]=[C:24]([F:27])[CH:25]=2. Given the reactants [OH:1][C@H:2]1[CH2:6][CH2:5][N:4]([C:7]([O:9][C:10]([CH3:13])([CH3:12])[CH3:11])=[O:8])[CH2:3]1.[H-].[Na+].Cl[C:17]1[C:26]2[C:21](=[CH:22][CH:23]=[C:24]([F:27])[CH:25]=2)[CH:20]=[C:19]([Cl:28])[N:18]=1, predict the reaction product. (3) Given the reactants [CH:1]1([C:4]([N:6]2[CH2:10][CH2:9][C@@H:8]([CH2:11][NH:12][C:13]3[CH:18]=[C:17]([C:19]([F:22])([F:21])[F:20])[CH:16]=[CH:15][C:14]=3[N+:23]([O-])=O)[CH2:7]2)=[O:5])[CH2:3][CH2:2]1, predict the reaction product. The product is: [CH:1]1([C:4]([N:6]2[CH2:10][CH2:9][C@@H:8]([CH2:11][NH:12][C:13]3[C:14]([NH2:23])=[CH:15][CH:16]=[C:17]([C:19]([F:20])([F:21])[F:22])[CH:18]=3)[CH2:7]2)=[O:5])[CH2:3][CH2:2]1. (4) Given the reactants P(Cl)(Cl)([Cl:3])=O.[Cl:6][C:7]1[C:12]([Cl:13])=[CH:11][CH:10]=[CH:9][C:8]=1[N:14]1[C:18]2=[N:19][CH:20]=[N:21][C:22](O)=[C:17]2[CH:16]=[N:15]1, predict the reaction product. The product is: [Cl:3][C:22]1[N:21]=[CH:20][N:19]=[C:18]2[N:14]([C:8]3[CH:9]=[CH:10][CH:11]=[C:12]([Cl:13])[C:7]=3[Cl:6])[N:15]=[CH:16][C:17]=12. (5) Given the reactants C(OC(=O)[NH:7][CH2:8][CH2:9][N:10]1[C:18]2[C:13](=[CH:14][C:15]([F:23])=[C:16]([C:19]([F:22])([F:21])[F:20])[CH:17]=2)[CH:12]=[C:11]1[C:24](=O)[CH3:25])(C)(C)C.FC(F)(F)C(O)=O.[OH-].[Na+], predict the reaction product. The product is: [F:23][C:15]1[C:16]([C:19]([F:22])([F:21])[F:20])=[CH:17][C:18]2[N:10]3[CH2:9][CH2:8][NH:7][CH:24]([CH3:25])[C:11]3=[CH:12][C:13]=2[CH:14]=1. (6) Given the reactants [OH-].[Na+].[Cl:3][C:4]1[C:13]([C:14]2[CH2:18][CH2:17][O:16][N:15]=2)=[C:12]([S:19]([CH3:22])(=[O:21])=[O:20])[CH:11]=[CH:10][C:5]=1[C:6]([O:8]C)=[O:7], predict the reaction product. The product is: [Cl:3][C:4]1[C:13]([C:14]2[CH2:18][CH2:17][O:16][N:15]=2)=[C:12]([S:19]([CH3:22])(=[O:21])=[O:20])[CH:11]=[CH:10][C:5]=1[C:6]([OH:8])=[O:7].